Dataset: Full USPTO retrosynthesis dataset with 1.9M reactions from patents (1976-2016). Task: Predict the reactants needed to synthesize the given product. (1) Given the product [CH:1]1([NH:4][C:12]([C:14]2[N:19]3[N:20]=[C:21]([NH:23][C:24]([NH:26][CH2:27][CH3:28])=[O:25])[N:22]=[C:18]3[CH:17]=[C:16]([Br:29])[CH:15]=2)=[O:11])[CH2:3][CH2:2]1, predict the reactants needed to synthesize it. The reactants are: [CH:1]1([NH2:4])[CH2:3][CH2:2]1.C[Al](C)C.C([O:11][C:12]([C:14]1[N:19]2[N:20]=[C:21]([NH:23][C:24]([NH:26][CH2:27][CH3:28])=[O:25])[N:22]=[C:18]2[CH:17]=[C:16]([Br:29])[CH:15]=1)=O)C. (2) Given the product [OH:1][C:2]1[C:10]([CH3:11])=[CH:9][CH:8]=[CH:7][C:3]=1[C:4]([O:6][CH3:17])=[O:5], predict the reactants needed to synthesize it. The reactants are: [OH:1][C:2]1[C:10]([CH3:11])=[CH:9][CH:8]=[CH:7][C:3]=1[C:4]([OH:6])=[O:5].S(=O)(=O)(O)O.[CH3:17]O. (3) Given the product [Cl:12][C:13]1[CH:14]=[CH:15][C:16]([I:21])=[C:17]([CH:20]=1)[CH2:18][O:19][Si:4]([CH:8]([CH3:10])[CH3:9])([CH:5]([CH3:7])[CH3:6])[CH:1]([CH3:3])[CH3:2], predict the reactants needed to synthesize it. The reactants are: [CH:1]([Si:4](Cl)([CH:8]([CH3:10])[CH3:9])[CH:5]([CH3:7])[CH3:6])([CH3:3])[CH3:2].[Cl:12][C:13]1[CH:14]=[CH:15][C:16]([I:21])=[C:17]([CH:20]=1)[CH2:18][OH:19].N1C=CN=C1.